Predict the product of the given reaction. From a dataset of Forward reaction prediction with 1.9M reactions from USPTO patents (1976-2016). (1) Given the reactants CC1CCC(C([N:10]([CH:36]([CH3:38])[CH3:37])[C:11]2[CH:15]=[C:14]([C:16]3[CH:21]=[CH:20][C:19]([C:22]4[CH:31]=C5N=C(C)C=CN5[N:23]=4)=[CH:18][CH:17]=3)[S:13][C:12]=2[C:32]([O:34][CH3:35])=[O:33])=O)CC1.CC1(C)C(C)(C)OB(C2C=CC(C3N=[C:55]4[CH:60]=[CH:59][CH:58]=[CH:57][N:56]4C=3)=CC=2)O1.C(=O)([O-])[O-].[Na+].[Na+], predict the reaction product. The product is: [N:23]1[C:22]([C:19]2[CH:20]=[CH:21][C:16]([C:14]3[S:13][C:12]([C:32]([O:34][CH3:35])=[O:33])=[C:11]([NH:10][CH:36]([CH3:38])[CH3:37])[CH:15]=3)=[CH:17][CH:18]=2)=[CH:31][N:56]2[CH:57]=[CH:58][CH:59]=[CH:60][C:55]=12. (2) Given the reactants [Cl:1][C:2]1[CH:3]=[C:4]([C@@H:12]([CH2:16][CH:17]2[CH2:21][CH2:20][CH2:19][CH2:18]2)[C:13]([OH:15])=O)[CH:5]=[CH:6][C:7]=1[S:8]([CH3:11])(=[O:10])=[O:9].C(Cl)(=O)C(Cl)=O.[NH2:28][C:29]1[CH:34]=[CH:33][C:32]([C:35]#[N:36])=[CH:31][N:30]=1.N1C=CC=CC=1, predict the reaction product. The product is: [Cl:1][C:2]1[CH:3]=[C:4]([C@@H:12]([CH2:16][CH:17]2[CH2:21][CH2:20][CH2:19][CH2:18]2)[C:13]([NH:28][C:29]2[CH:34]=[CH:33][C:32]([C:35]#[N:36])=[CH:31][N:30]=2)=[O:15])[CH:5]=[CH:6][C:7]=1[S:8]([CH3:11])(=[O:9])=[O:10]. (3) Given the reactants [F:1][C:2]1[C:10]([F:11])=[C:9]([F:12])[C:8]([O:13][CH3:14])=[CH:7][C:3]=1[C:4]([OH:6])=[O:5].[C:15](Cl)(=O)[C:16](Cl)=O.C(O)C.C([O-])(O)=O.[Na+], predict the reaction product. The product is: [CH2:15]([O:5][C:4](=[O:6])[C:3]1[CH:7]=[C:8]([O:13][CH3:14])[C:9]([F:12])=[C:10]([F:11])[C:2]=1[F:1])[CH3:16]. (4) Given the reactants C([C:3]1[C:8]([O:9][C:10]2[C:11]([CH3:21])=[N:12][C:13]3[C:18]([CH:19]=2)=[CH:17][CH:16]=[CH:15][C:14]=3[F:20])=[CH:7][CH:6]=[CH:5][N:4]=1)#N.[CH3:22][Mg]Cl.Cl.[C:26](=[O:29])(O)[O-].[Na+], predict the reaction product. The product is: [CH3:21][C:11]1[C:10]([O:9][C:8]2[C:3]([C:26](=[O:29])[CH3:22])=[N:4][CH:5]=[CH:6][CH:7]=2)=[CH:19][C:18]2[C:13](=[C:14]([F:20])[CH:15]=[CH:16][CH:17]=2)[N:12]=1.